Predict which catalyst facilitates the given reaction. From a dataset of Catalyst prediction with 721,799 reactions and 888 catalyst types from USPTO. (1) Reactant: [CH3:1][O:2][C:3]([C:5]1[C:9]([CH:10]([CH3:12])[CH3:11])=[C:8]([CH2:13][OH:14])[N:7]([C:15]2[CH:20]=[CH:19][C:18]([F:21])=[CH:17][CH:16]=2)[N:6]=1)=[O:4].C([O-])(O)=O.[Na+].CC(OI1(OC(C)=O)(OC(C)=O)OC(=O)C2C=CC=CC1=2)=O.S(=O)(O)[O-].[Na+]. Product: [CH3:1][O:2][C:3]([C:5]1[C:9]([CH:10]([CH3:12])[CH3:11])=[C:8]([CH:13]=[O:14])[N:7]([C:15]2[CH:20]=[CH:19][C:18]([F:21])=[CH:17][CH:16]=2)[N:6]=1)=[O:4]. The catalyst class is: 2. (2) Reactant: C([O:3][CH:4](OCC)[C:5]1[CH:10]=[CH:9][C:8]([CH:11]2[NH:23][C:21]3[C:22]4[C:13](=[N:14][NH:15][C:16](=[O:24])[C:17]=4[CH:18]=[CH:19][CH:20]=3)[CH:12]2[C:25]2[CH:30]=[CH:29][C:28]([CH:31](OCC)[O:32]CC)=[CH:27][CH:26]=2)=[CH:7][CH:6]=1)C.C(=O)([O-])[O-].[K+].[K+]. Product: [O:24]=[C:16]1[C:17]2[CH:18]=[CH:19][CH:20]=[C:21]3[NH:23][CH:11]([C:8]4[CH:7]=[CH:6][C:5]([CH:4]=[O:3])=[CH:10][CH:9]=4)[CH:12]([C:25]4[CH:30]=[CH:29][C:28]([CH:31]=[O:32])=[CH:27][CH:26]=4)[C:13]([C:22]=23)=[N:14][NH:15]1. The catalyst class is: 33. (3) Reactant: [CH3:1][CH:2]1[O:7][CH2:6][CH2:5][N:4]([C:8]2[CH:34]=[CH:33][C:11]3[NH:12][C:13]([C:15]4[C:23]5[C:18](=[CH:19][CH:20]=[C:21]([N+:24]([O-])=O)[CH:22]=5)[N:17]([CH:27]5[CH2:32][CH2:31][CH2:30][CH2:29][O:28]5)[N:16]=4)=[N:14][C:10]=3[CH:9]=2)[CH2:3]1.[H][H]. Product: [CH3:1][CH:2]1[CH2:3][N:4]([C:8]2[CH:34]=[CH:33][C:11]3[NH:12][C:13]([C:15]4[C:23]5[C:18](=[CH:19][CH:20]=[C:21]([NH2:24])[CH:22]=5)[N:17]([CH:27]5[CH2:32][CH2:31][CH2:30][CH2:29][O:28]5)[N:16]=4)=[N:14][C:10]=3[CH:9]=2)[CH2:5][CH2:6][O:7]1. The catalyst class is: 29. (4) Reactant: [NH2:1][C:2]1[C:3]([C:22]#[N:23])=[N:4][C:5]([C:14]2[CH:15]=[N:16][C:17]([O:20][CH3:21])=[CH:18][CH:19]=2)=[C:6]([C:8]2[CH:13]=[CH:12][CH:11]=[CH:10][CH:9]=2)[N:7]=1.[OH2:24].[OH-].[Na+]. Product: [NH2:1][C:2]1[C:3]([C:22]([NH2:23])=[O:24])=[N:4][C:5]([C:14]2[CH:15]=[N:16][C:17]([O:20][CH3:21])=[CH:18][CH:19]=2)=[C:6]([C:8]2[CH:9]=[CH:10][CH:11]=[CH:12][CH:13]=2)[N:7]=1. The catalyst class is: 201. (5) Reactant: C(OC([N:8]([CH2:38][C:39]([O:41]C(C)(C)C)=[O:40])[C:9]1[CH:14]=[CH:13][CH:12]=[C:11]([CH:15]([CH2:26][C:27]2[CH:32]=[CH:31][C:30]([CH2:33][C:34]([CH3:37])([CH3:36])[CH3:35])=[CH:29][CH:28]=2)[NH:16][S:17]([C:20]2[CH:25]=[CH:24][CH:23]=[CH:22][N:21]=2)(=[O:19])=[O:18])[N:10]=1)=O)(C)(C)C.[ClH:46].O1CCOCC1. Product: [ClH:46].[CH2:33]([C:30]1[CH:29]=[CH:28][C:27]([CH2:26][CH:15]([NH:16][S:17]([C:20]2[CH:25]=[CH:24][CH:23]=[CH:22][N:21]=2)(=[O:19])=[O:18])[C:11]2[N:10]=[C:9]([NH:8][CH2:38][C:39]([OH:41])=[O:40])[CH:14]=[CH:13][CH:12]=2)=[CH:32][CH:31]=1)[C:34]([CH3:37])([CH3:36])[CH3:35]. The catalyst class is: 2. (6) Reactant: [O:1]1[C:5]2[CH:6]=[CH:7][C:8]([CH:10]([N:14]3[CH2:19][CH2:18][N:17]([CH3:20])[CH2:16][CH2:15]3)[C:11]([OH:13])=O)=[CH:9][C:4]=2[O:3][CH2:2]1.CCN(C(C)C)C(C)C.CN([C:33]([O:37]N1N=NC2C=CC=CC1=2)=[N+](C)C)C.[B-](F)(F)(F)F.[CH3:52][OH:53]. Product: [O:1]1[C:5]2[CH:6]=[CH:7][C:8]([CH:10]([N:14]3[CH2:19][CH2:18][N:17]([CH3:20])[CH2:16][CH2:15]3)[C:11](=[O:13])[C:52]([O:37][CH3:33])=[O:53])=[CH:9][C:4]=2[O:3][CH2:2]1. The catalyst class is: 3. (7) Reactant: Cl.C[O:3][C:4](=[O:22])[C:5]([CH3:21])([C:7]1[CH:12]=[CH:11][C:10]([O:13][S:14]([C:17]([F:20])([F:19])[F:18])(=[O:16])=[O:15])=[CH:9][CH:8]=1)[CH3:6]. Product: [CH3:21][C:5]([C:7]1[CH:8]=[CH:9][C:10]([O:13][S:14]([C:17]([F:19])([F:20])[F:18])(=[O:16])=[O:15])=[CH:11][CH:12]=1)([CH3:6])[C:4]([OH:22])=[O:3]. The catalyst class is: 52.